From a dataset of Reaction yield outcomes from USPTO patents with 853,638 reactions. Predict the reaction yield, written as a fraction of the theoretical maximum amount of product (1.0 means a 100% yield; for example, 0.34 means a 34% yield). (1) The reactants are [Cl:1][C:2]1[CH:3]=[C:4]2[C:9](=[CH:10][CH:11]=1)[N:8]=[C:7]([CH2:12]Cl)[C:6]([C:14]([O:16][CH2:17][CH3:18])=[O:15])=[C:5]2[C:19]1[CH:24]=[CH:23][CH:22]=[CH:21][CH:20]=1.[C:25]1(=[O:35])[NH:29][C:28](=[O:30])[C:27]2=[CH:31][CH:32]=[CH:33][CH:34]=[C:26]12.[K]. The catalyst is CN(C)C=O.C(OCC)(=O)C. The product is [Cl:1][C:2]1[CH:3]=[C:4]2[C:9](=[CH:10][CH:11]=1)[N:8]=[C:7]([CH2:12][N:29]1[C:25](=[O:35])[C:26]3[C:27](=[CH:31][CH:32]=[CH:33][CH:34]=3)[C:28]1=[O:30])[C:6]([C:14]([O:16][CH2:17][CH3:18])=[O:15])=[C:5]2[C:19]1[CH:24]=[CH:23][CH:22]=[CH:21][CH:20]=1. The yield is 0.820. (2) The reactants are C(Cl)(=O)C(Cl)=O.CS(C)=O.[Cl:11][C:12]1[CH:21]=[C:20]2[C:15]([CH2:16][CH2:17][CH2:18][CH:19]2[C:22]2[CH:23]=[C:24]([CH2:27][OH:28])[S:25][CH:26]=2)=[CH:14][CH:13]=1.C(N(CC)CC)C.C([O-])(O)=O.[Na+]. The product is [Cl:11][C:12]1[CH:21]=[C:20]2[C:15]([CH2:16][CH2:17][CH2:18][CH:19]2[C:22]2[CH:23]=[C:24]([CH:27]=[O:28])[S:25][CH:26]=2)=[CH:14][CH:13]=1. The catalyst is C(Cl)Cl. The yield is 0.900. (3) The reactants are [C:1]12([C:11]([O:13][CH2:14][C:15]([F:21])([F:20])[S:16]([O-:19])(=[O:18])=[O:17])=[O:12])[CH2:10][CH:5]3[CH2:6][CH:7]([CH2:9][CH:3]([CH2:4]3)[CH2:2]1)[CH2:8]2.[Na+].[Br-].[C:24]([C:28]1[CH:33]=[CH:32][C:31]([S+:34]([C:41]2[CH:46]=[CH:45][CH:44]=[CH:43][CH:42]=2)[C:35]2[CH:40]=[CH:39][CH:38]=[CH:37][CH:36]=2)=[CH:30][CH:29]=1)([CH3:27])([CH3:26])[CH3:25]. The catalyst is ClCCl. The product is [C:1]12([C:11]([O:13][CH2:14][C:15]([F:21])([F:20])[S:16]([O-:19])(=[O:17])=[O:18])=[O:12])[CH2:10][CH:5]3[CH2:4][CH:3]([CH2:9][CH:7]([CH2:6]3)[CH2:8]1)[CH2:2]2.[C:24]([C:28]1[CH:33]=[CH:32][C:31]([S+:34]([C:41]2[CH:46]=[CH:45][CH:44]=[CH:43][CH:42]=2)[C:35]2[CH:36]=[CH:37][CH:38]=[CH:39][CH:40]=2)=[CH:30][CH:29]=1)([CH3:27])([CH3:25])[CH3:26]. The yield is 0.860.